The task is: Predict the reactants needed to synthesize the given product.. This data is from Full USPTO retrosynthesis dataset with 1.9M reactions from patents (1976-2016). (1) The reactants are: FC(F)(F)[C:3]1[CH:8]=[CH:7][CH:6]=[CH:5][C:4]=1[S:9]([NH:12][C:13]1[S:17][C:16]2[CH2:18][CH2:19][CH2:20][CH2:21][C:15]=2[C:14]=1[C:22]([O:24][CH2:25][CH3:26])=[O:23])(=[O:11])=[O:10].C(OC(C1C2CCCCC=2SC=1N)=O)C.C1(S(Cl)(=O)=O)CCCCC1. Given the product [CH:4]1([S:9]([NH:12][C:13]2[S:17][C:16]3[CH2:18][CH2:19][CH2:20][CH2:21][C:15]=3[C:14]=2[C:22]([O:24][CH2:25][CH3:26])=[O:23])(=[O:11])=[O:10])[CH2:3][CH2:8][CH2:7][CH2:6][CH2:5]1, predict the reactants needed to synthesize it. (2) Given the product [C:14]([CH2:16][C:17]1[NH:13][C:12]2[CH:11]=[CH:10][CH:9]=[C:3]([C:4]([O:6][CH2:7][CH3:8])=[O:5])[C:2]=2[N:1]=1)#[N:15], predict the reactants needed to synthesize it. The reactants are: [NH2:1][C:2]1[C:12]([NH2:13])=[CH:11][CH:10]=[CH:9][C:3]=1[C:4]([O:6][CH2:7][CH3:8])=[O:5].[C:14]([CH2:16][C:17](O)=O)#[N:15].Cl.C(N=C=NCCCN(C)C)C.ON1C2C=CC=CC=2N=N1.C(=O)(O)[O-].[Na+].